Task: Predict the product of the given reaction.. Dataset: Forward reaction prediction with 1.9M reactions from USPTO patents (1976-2016) (1) Given the reactants [CH3:1][S-].[Na+].[ClH:4].[F:5][C:6]1[CH:7]=[CH:8][C:9]([O:27]C)=[C:10]([CH2:12][C:13]([CH:21]2[O:26][CH2:25][CH2:24][NH:23][CH2:22]2)([C:15]2[CH:20]=[CH:19][CH:18]=[CH:17][CH:16]=2)O)[CH:11]=1.CO, predict the reaction product. The product is: [ClH:4].[F:5][C:6]1[CH:7]=[CH:8][C:9]([OH:27])=[C:10]([CH2:12][C:13]([CH:21]2[O:26][CH2:25][CH2:24][NH:23][CH2:22]2)([C:15]2[CH:16]=[CH:17][CH:18]=[CH:19][CH:20]=2)[CH3:1])[CH:11]=1. (2) Given the reactants [Br:1][C:2]1[CH:7]=[CH:6][C:5]([N:8]2[CH2:13][CH2:12][C:11](=[O:14])[CH2:10][CH2:9]2)=[CH:4][CH:3]=1.[CH3:15][Mg]Cl, predict the reaction product. The product is: [Br:1][C:2]1[CH:7]=[CH:6][C:5]([N:8]2[CH2:9][CH2:10][C:11]([CH3:15])([OH:14])[CH2:12][CH2:13]2)=[CH:4][CH:3]=1.